Dataset: Catalyst prediction with 721,799 reactions and 888 catalyst types from USPTO. Task: Predict which catalyst facilitates the given reaction. (1) Reactant: [OH-].[Na+].C1COCC1.[Cl:8][C:9]1[CH:14]=[C:13]([NH:15][CH2:16][C:17]2[C:22]([CH3:23])=[CH:21][C:20]([C:24]([F:27])([F:26])[F:25])=[CH:19][C:18]=2[C:28]2[CH:29]=[CH:30][C:31]([C:34]([NH:36][CH2:37][CH2:38][C:39]([O:41]CC)=[O:40])=[O:35])=[N:32][CH:33]=2)[CH:12]=[CH:11][C:10]=1[C:44]1[CH:49]=[CH:48][C:47]([C:50]([F:53])([F:52])[F:51])=[CH:46][CH:45]=1.Cl. Product: [Cl:8][C:9]1[CH:14]=[C:13]([NH:15][CH2:16][C:17]2[C:22]([CH3:23])=[CH:21][C:20]([C:24]([F:26])([F:27])[F:25])=[CH:19][C:18]=2[C:28]2[CH:29]=[CH:30][C:31]([C:34]([NH:36][CH2:37][CH2:38][C:39]([OH:41])=[O:40])=[O:35])=[N:32][CH:33]=2)[CH:12]=[CH:11][C:10]=1[C:44]1[CH:45]=[CH:46][C:47]([C:50]([F:53])([F:51])[F:52])=[CH:48][CH:49]=1. The catalyst class is: 5. (2) Reactant: [O:1]1[C:5]2[CH:6]=[CH:7][CH:8]=[CH:9][C:4]=2[O:3][CH2:2]1.[Cl-].[Cl-].[Cl-].[Al+3].[OH2:14].CCCCCC.[C:21]([O:24][CH2:25][CH3:26])(=[O:23])[CH3:22]. Product: [CH2:25]([O:24][C:21](=[O:23])[C:22]([C:8]1[CH:7]=[CH:6][C:5]2[O:1][CH2:2][O:3][C:4]=2[CH:9]=1)=[O:14])[CH3:26]. The catalyst class is: 4. (3) Reactant: [OH:1][C:2]1[C:7]([CH:8]=[O:9])=[CH:6][C:5]([O:10][CH3:11])=[N:4][CH:3]=1.[CH2:12](O)[CH2:13][OH:14].CC1C=CC(S(O)(=O)=O)=CC=1. Product: [O:9]1[CH2:12][CH2:13][O:14][CH:8]1[C:7]1[CH:6]=[C:5]([O:10][CH3:11])[N:4]=[CH:3][C:2]=1[OH:1]. The catalyst class is: 11. (4) Reactant: [CH3:1][O:2][C:3]1[CH:10]=CC(NC)=C[CH:4]=1.[CH2:11]([N:13]([CH:17]([CH3:19])[CH3:18])[CH:14](C)C)C.ClC(Cl)([O:23]C(=O)OC(Cl)(Cl)Cl)Cl.Cl.[CH3:33][O:34][C:35]1[CH:40]=[CH:39][C:38]([C:41]([CH:43]2[CH2:48][CH2:47][NH:46][CH2:45][CH2:44]2)=[O:42])=[CH:37][C:36]=1[CH3:49]. Product: [CH3:1][O:2][C:3]1[CH:10]=[CH:19][C:17]([N:13]([CH3:11])[C:14]([N:46]2[CH2:47][CH2:48][CH:43]([C:41](=[O:42])[C:38]3[CH:39]=[CH:40][C:35]([O:34][CH3:33])=[C:36]([CH3:49])[CH:37]=3)[CH2:44][CH2:45]2)=[O:23])=[CH:18][CH:4]=1. The catalyst class is: 2. (5) Product: [CH:2]1[NH:1][CH:7]=[C:27]2[C:26](=[O:31])[O:25][CH2:30][CH2:29][C:28]=12. Reactant: [N:1]12CCCN=[C:7]1CCCC[CH2:2]2.S(C[N+]#[C-])(C1C=CC(C)=CC=1)(=O)=O.[O:25]1[CH2:30][CH2:29][CH:28]=[CH:27][C:26]1=[O:31]. The catalyst class is: 7. (6) Reactant: [Cl:1][C:2]1[CH:7]=[CH:6][C:5]([CH:8]([CH:10]([C:13]#[N:14])[C:11]#[N:12])[CH3:9])=[CH:4][CH:3]=1.C(=O)([O-])[O-].[K+].[K+].Br[CH2:22][CH2:23][C:24]([F:27])([F:26])[F:25]. Product: [Cl:1][C:2]1[CH:3]=[CH:4][C:5]([CH:8]([C:10]([CH2:22][CH2:23][C:24]([F:27])([F:26])[F:25])([C:11]#[N:12])[C:13]#[N:14])[CH3:9])=[CH:6][CH:7]=1. The catalyst class is: 9.